This data is from Catalyst prediction with 721,799 reactions and 888 catalyst types from USPTO. The task is: Predict which catalyst facilitates the given reaction. Reactant: [CH3:1][O:2][C:3]([C@@H:5]1[CH2:18][C@H:17]([OH:19])[C:16](=[O:20])[C@H:15]2[C@@:6]1([CH3:28])[CH2:7][CH2:8][C@H:9]1[C@:14]2([CH3:21])[CH2:13][C@@H:12]([C:22]2[CH:26]=[CH:25][O:24][CH:23]=2)[O:11][C:10]1=[O:27])=[O:4].CCN(CC)CC.Cl[Si:37]([CH3:40])([CH3:39])[CH3:38]. Product: [CH3:1][O:2][C:3]([C@@H:5]1[CH2:18][C@H:17]([O:19][Si:37]([CH3:40])([CH3:39])[CH3:38])[C:16](=[O:20])[C@H:15]2[C@@:6]1([CH3:28])[CH2:7][CH2:8][C@@H:9]1[C@:14]2([CH3:21])[CH2:13][C@@H:12]([C:22]2[CH:26]=[CH:25][O:24][CH:23]=2)[O:11][C:10]1=[O:27])=[O:4]. The catalyst class is: 2.